From a dataset of Reaction yield outcomes from USPTO patents with 853,638 reactions. Predict the reaction yield, written as a fraction of the theoretical maximum amount of product (1.0 means a 100% yield; for example, 0.34 means a 34% yield). The reactants are [Cl:1][C:2]1[CH:7]=[CH:6][C:5]([NH:8][C:9](=[O:23])[NH:10][C:11]2[S:12][C:13]3[CH:19]=[C:18]([C:20]([OH:22])=O)[CH:17]=[CH:16][C:14]=3[N:15]=2)=[CH:4][CH:3]=1.[NH2:24][C:25]1[CH:34]=[CH:33][C:28]2[NH:29][C:30](=[O:32])[O:31][C:27]=2[CH:26]=1.CCN=C=NCCCN(C)C.C1C=CC2N(O)N=NC=2C=1. The yield is 0.700. The catalyst is CN(C=O)C.O. The product is [O:32]=[C:30]1[NH:29][C:28]2[CH:33]=[CH:34][C:25]([NH:24][C:20]([C:18]3[CH:17]=[CH:16][C:14]4[N:15]=[C:11]([NH:10][C:9]([NH:8][C:5]5[CH:4]=[CH:3][C:2]([Cl:1])=[CH:7][CH:6]=5)=[O:23])[S:12][C:13]=4[CH:19]=3)=[O:22])=[CH:26][C:27]=2[O:31]1.